From a dataset of Reaction yield outcomes from USPTO patents with 853,638 reactions. Predict the reaction yield, written as a fraction of the theoretical maximum amount of product (1.0 means a 100% yield; for example, 0.34 means a 34% yield). (1) The product is [CH3:1][C:2]1[C:6]([C:7]2[CH:8]=[C:9]3[C:13](=[CH:14][CH:15]=2)[NH:12][C:11](=[O:16])[C:10]3([CH2:23][CH2:24][OH:25])[C:17]2[CH:22]=[CH:21][CH:20]=[CH:19][CH:18]=2)=[C:5]([CH3:28])[O:4][N:3]=1. The catalyst is CCO. The reactants are [CH3:1][C:2]1[C:6]([C:7]2[CH:8]=[C:9]3[C:13](=[CH:14][CH:15]=2)[NH:12][C:11](=[O:16])[C:10]3([CH2:23][C:24](OC)=[O:25])[C:17]2[CH:22]=[CH:21][CH:20]=[CH:19][CH:18]=2)=[C:5]([CH3:28])[O:4][N:3]=1.[BH4-].[Na+]. The yield is 0.220. (2) The reactants are [OH:1][CH2:2][C:3]1[CH:8]=[CH:7][C:6]([C:9]2[N:13]=[C:12]([C:14]3[S:15][C:16]([C:25]([F:28])([F:27])[F:26])=[C:17]([C:19]4[CH:24]=[CH:23][CH:22]=[CH:21][CH:20]=4)[CH:18]=3)[O:11][N:10]=2)=[CH:5][CH:4]=1.C[N+]1([O-])CCOCC1.C([N+](CCC)(CCC)CCC)CC. The catalyst is CC#N. The product is [CH:2]([C:3]1[CH:8]=[CH:7][C:6]([C:9]2[N:13]=[C:12]([C:14]3[S:15][C:16]([C:25]([F:27])([F:26])[F:28])=[C:17]([C:19]4[CH:24]=[CH:23][CH:22]=[CH:21][CH:20]=4)[CH:18]=3)[O:11][N:10]=2)=[CH:5][CH:4]=1)=[O:1]. The yield is 0.660. (3) The reactants are [Cl:1][C:2]1[N:10]=[C:9]2[C:5]([N:6]=[CH:7][NH:8]2)=[C:4]([NH:11][C:12]2[CH:17]=[CH:16][C:15]([C:18]([N:20]3[CH2:25][CH2:24][CH2:23][CH2:22][CH2:21]3)=[O:19])=[CH:14][CH:13]=2)[N:3]=1.[C:26]1(B(O)O)[CH:31]=[CH:30][CH:29]=[CH:28][CH:27]=1.N1C=CC=CC=1. The catalyst is O1CCOCC1.C1COCC1.C([O-])(=O)C.[Cu+2].C([O-])(=O)C. The product is [Cl:1][C:2]1[N:10]=[C:9]2[C:5]([N:6]=[CH:7][N:8]2[C:26]2[CH:31]=[CH:30][CH:29]=[CH:28][CH:27]=2)=[C:4]([NH:11][C:12]2[CH:17]=[CH:16][C:15]([C:18]([N:20]3[CH2:21][CH2:22][CH2:23][CH2:24][CH2:25]3)=[O:19])=[CH:14][CH:13]=2)[N:3]=1. The yield is 0.800. (4) The reactants are I[C:2]1[CH:7]=[CH:6][N:5]=[CH:4][CH:3]=1.[Li]CCCC.CCCCCC.[CH3:19][O:20][C:21]1[CH:26]=[CH:25][C:24]([C:27]2[CH:28]=[CH:29][C:30]([C:33](=[O:35])[CH3:34])=[N:31][CH:32]=2)=[CH:23][CH:22]=1. The catalyst is C1COCC1. The product is [CH3:19][O:20][C:21]1[CH:22]=[CH:23][C:24]([C:27]2[CH:28]=[CH:29][C:30]([C:33]([C:2]3[CH:7]=[CH:6][N:5]=[CH:4][CH:3]=3)([OH:35])[CH3:34])=[N:31][CH:32]=2)=[CH:25][CH:26]=1. The yield is 0.330. (5) The reactants are [F:1][C:2]1[CH:3]=[CH:4][C:5]([C:8]([C:10]2[C:19]([N+:20]([O-])=O)=[C:18]3[C:13]([CH:14]=[CH:15][CH:16]=[N:17]3)=[CH:12][CH:11]=2)=[O:9])=[N:6][CH:7]=1. The catalyst is C1COCC1.[Pd]. The product is [F:1][C:2]1[CH:3]=[CH:4][C:5]([C:8]([C:10]2[C:19]([NH2:20])=[C:18]3[C:13]([CH:14]=[CH:15][CH:16]=[N:17]3)=[CH:12][CH:11]=2)=[O:9])=[N:6][CH:7]=1. The yield is 0.430. (6) The reactants are [H-].[Al+3].[Li+].[H-].[H-].[H-].[CH2:7]([C:9]1[C:17]2[N:16]3[C@H:18]([CH3:23])[CH2:19][NH:20][C:21](=O)[C:15]3=[CH:14][C:13]=2[CH:12]=[CH:11][CH:10]=1)[CH3:8]. The catalyst is O1CCCC1. The product is [CH2:7]([C:9]1[C:17]2[N:16]3[C@H:18]([CH3:23])[CH2:19][NH:20][CH2:21][C:15]3=[CH:14][C:13]=2[CH:12]=[CH:11][CH:10]=1)[CH3:8]. The yield is 1.00. (7) The yield is 0.140. The reactants are [CH2:1]([C@:8]1([CH3:24])[NH:12][C:11](=[O:13])[N:10]([CH2:14][C:15](=[O:22])[C:16]2[CH:21]=[CH:20][CH:19]=[CH:18][CH:17]=2)[C:9]1=[O:23])[C:2]1[CH:7]=[CH:6][CH:5]=[CH:4][CH:3]=1.I[CH3:26]. The catalyst is CN(C=O)C. The product is [CH2:1]([C@:8]1([CH3:24])[N:12]([CH3:26])[C:11](=[O:13])[N:10]([CH2:14][C:15](=[O:22])[C:16]2[CH:17]=[CH:18][CH:19]=[CH:20][CH:21]=2)[C:9]1=[O:23])[C:2]1[CH:3]=[CH:4][CH:5]=[CH:6][CH:7]=1.